The task is: Predict the reactants needed to synthesize the given product.. This data is from Full USPTO retrosynthesis dataset with 1.9M reactions from patents (1976-2016). (1) Given the product [C:31]([O:30][C:28]([N:25]1[C:26]2[C:22](=[CH:21][CH:20]=[C:19]([F:18])[CH:27]=2)[C:23]([C:2]2[CH:3]=[CH:4][C:5]3[S:9](=[O:11])(=[O:10])[N:8]([CH2:12][CH2:13][S:14]([CH3:16])=[O:15])[CH2:7][C:6]=3[CH:17]=2)=[CH:24]1)=[O:29])([CH3:34])([CH3:32])[CH3:33], predict the reactants needed to synthesize it. The reactants are: Br[C:2]1[CH:3]=[CH:4][C:5]2[S:9](=[O:11])(=[O:10])[N:8]([CH2:12][CH2:13][S:14]([CH3:16])=[O:15])[CH2:7][C:6]=2[CH:17]=1.[F:18][C:19]1[CH:27]=[C:26]2[C:22]([C:23](B3OC(C)(C)C(C)(C)O3)=[CH:24][N:25]2[C:28]([O:30][C:31]([CH3:34])([CH3:33])[CH3:32])=[O:29])=[CH:21][CH:20]=1.[O-]P([O-])([O-])=O.[K+].[K+].[K+]. (2) Given the product [OH:8][CH2:9][CH:10]1[C@H:12]2[O:13][C:3]([CH3:5])([CH3:4])[O:15][C@H:14]2[CH:16]([OH:17])[O:11]1, predict the reactants needed to synthesize it. The reactants are: CO[C:3](OC)([CH3:5])[CH3:4].[O:8]=[CH:9][C@@H:10]([C@@H:12]([C@@H:14]([CH2:16][OH:17])[OH:15])[OH:13])[OH:11].C1(C)C=CC(S(O)(=O)=O)=CC=1.[CH2-]C(C)=O.O=C[C@@H]([C@@H]([C@@H](CO)O)O)O.OS(O)(=O)=O.C(N(CC)CC)C.